Dataset: Catalyst prediction with 721,799 reactions and 888 catalyst types from USPTO. Task: Predict which catalyst facilitates the given reaction. (1) Reactant: [NH2:1][C:2]1[CH:7]=[CH:6][C:5]([C:8](=[O:10])[CH3:9])=[CH:4][CH:3]=1.[F:11][C:12]1[N:20]=[C:19]2[C:15]([N:16]=[CH:17][N:18]2[CH:21]2[CH2:26][CH2:25][CH2:24][CH2:23][O:22]2)=[C:14](Cl)[N:13]=1.C(N(C(C)C)CC)(C)C. Product: [F:11][C:12]1[N:20]=[C:19]2[C:15]([N:16]=[CH:17][N:18]2[CH:21]2[CH2:26][CH2:25][CH2:24][CH2:23][O:22]2)=[C:14]([NH:1][C:2]2[CH:7]=[CH:6][C:5]([C:8](=[O:10])[CH3:9])=[CH:4][CH:3]=2)[N:13]=1. The catalyst class is: 51. (2) Reactant: Cl[C:2]1[C:11]2[C:6](=[CH:7][C:8]([Cl:12])=[CH:9][CH:10]=2)[N:5]=[CH:4][CH:3]=1.C1(O)C=CC=CC=1.[C:20]12([NH:30]CCCN)[CH2:29][CH:24]3[CH2:25][CH:26]([CH2:28][CH:22]([CH2:23]3)[CH2:21]1)[CH2:27]2.[NH2:35][C:36]12CC3CC(C[CH:38](C3)[CH2:37]1)C2.ClC1C=C2C(C(NC34CC5CC(CC(C5)C3)C4)=CC=N2)=CC=1.[OH-].[K+]. Product: [Cl:12][C:8]1[CH:7]=[C:6]2[C:11]([CH:2]=[C:3]([NH:30][C:20]34[CH2:27][CH:26]5[CH2:25][CH:24]([CH2:23][CH:22]([CH2:28]5)[CH2:21]3)[CH2:29]4)[C:4]([CH2:38][CH2:37][CH2:36][NH2:35])=[N:5]2)=[CH:10][CH:9]=1. The catalyst class is: 5. (3) Reactant: [Cl:1][C:2]1[C:3]([C:11]#[N:12])=[C:4]([C:8]([OH:10])=O)[NH:5][C:6]=1[CH3:7].[NH2:13][C@@H:14]1[CH2:19][CH2:18][N:17]([C:20]([O:22][CH2:23][CH3:24])=[O:21])[CH2:16][C@@H:15]1[O:25][CH2:26][CH:27]=[CH2:28].C1C=CC2N(O)N=NC=2C=1.CN1CCOCC1.CCN=C=NCCCN(C)C.Cl. Product: [Cl:1][C:2]1[C:3]([C:11]#[N:12])=[C:4]([C:8]([NH:13][C@@H:14]2[CH2:19][CH2:18][N:17]([C:20]([O:22][CH2:23][CH3:24])=[O:21])[CH2:16][C@@H:15]2[O:25][CH2:26][CH:27]=[CH2:28])=[O:10])[NH:5][C:6]=1[CH3:7]. The catalyst class is: 4. (4) Reactant: [Br:1][C:2]1[CH:9]=[CH:8][C:5]([CH:6]=O)=[CH:4][C:3]=1[O:10][CH3:11].[CH3:12][O:13][CH:14]([O:18][CH3:19])[CH:15]([NH2:17])[CH3:16].C(O[BH-](OC(=O)C)OC(=O)C)(=O)C.[Na+]. Product: [Br:1][C:2]1[CH:9]=[CH:8][C:5]([CH2:6][NH:17][CH:15]([CH3:16])[CH:14]([O:18][CH3:19])[O:13][CH3:12])=[CH:4][C:3]=1[O:10][CH3:11]. The catalyst class is: 49.